Predict the reactants needed to synthesize the given product. From a dataset of Full USPTO retrosynthesis dataset with 1.9M reactions from patents (1976-2016). Given the product [O:25]1[C:29]([C:30]2[CH:31]=[CH:32][C:33]([NH:36][C:7](=[O:9])[C:6](=[O:5])[CH2:10][C:11]3([C:15]4[CH:20]=[CH:19][CH:18]=[CH:17][C:16]=4[C:21]([F:22])([F:23])[F:24])[CH2:14][CH2:13][CH2:12]3)=[CH:34][CH:35]=2)=[CH:28][N:27]=[CH:26]1, predict the reactants needed to synthesize it. The reactants are: S(Cl)(Cl)=O.[O:5]=[C:6]([CH2:10][C:11]1([C:15]2[CH:20]=[CH:19][CH:18]=[CH:17][C:16]=2[C:21]([F:24])([F:23])[F:22])[CH2:14][CH2:13][CH2:12]1)[C:7]([OH:9])=O.[O:25]1[C:29]([C:30]2[CH:35]=[CH:34][C:33]([NH2:36])=[CH:32][CH:31]=2)=[CH:28][N:27]=[CH:26]1.C(=O)([O-])[O-].[K+].[K+].